Dataset: Forward reaction prediction with 1.9M reactions from USPTO patents (1976-2016). Task: Predict the product of the given reaction. Given the reactants C[O:2][C:3]1[CH:4]=[C:5]([C@@H:9]([N:11]2[CH2:16][CH2:15][C:14]([CH3:23])([C:17]3[CH:22]=[CH:21][CH:20]=[CH:19][CH:18]=3)[O:13][C:12]2=[O:24])[CH3:10])[CH:6]=[CH:7][CH:8]=1, predict the reaction product. The product is: [OH:2][C:3]1[CH:4]=[C:5]([C@@H:9]([N:11]2[CH2:16][CH2:15][C:14]([CH3:23])([C:17]3[CH:18]=[CH:19][CH:20]=[CH:21][CH:22]=3)[O:13][C:12]2=[O:24])[CH3:10])[CH:6]=[CH:7][CH:8]=1.